The task is: Predict the reaction yield, written as a fraction of the theoretical maximum amount of product (1.0 means a 100% yield; for example, 0.34 means a 34% yield).. This data is from Reaction yield outcomes from USPTO patents with 853,638 reactions. (1) The reactants are C(OC1C=C(C=CC=1)CN(C1C=CC(C#N)=CC=1)N1C=NN=C1)C1C=CC=CC=1.[H-].[Na+].[C:32]([C:34]1[CH:39]=[CH:38][C:37]([NH:40][N:41]2[CH:45]=[N:44][N:43]=[CH:42]2)=[CH:36][CH:35]=1)#[N:33].[Br:46][C:47]1[CH:54]=[CH:53][C:50]([CH2:51]Br)=[CH:49][C:48]=1[O:55][CH:56]1[CH2:61][CH2:60][CH2:59][CH2:58][O:57]1. The catalyst is CN(C=O)C.CCOC(C)=O. The product is [O:57]1[CH2:58][CH2:59][CH2:60][CH2:61][CH:56]1[O:55][C:48]1[CH:49]=[C:50]([CH:53]=[CH:54][C:47]=1[Br:46])[CH2:51][N:40]([C:37]1[CH:36]=[CH:35][C:34]([C:32]#[N:33])=[CH:39][CH:38]=1)[N:41]1[CH:42]=[N:43][N:44]=[CH:45]1. The yield is 0.990. (2) The reactants are [Si:1]([O:8][CH2:9][CH2:10][C:11]1[N:16]=[CH:15][C:14]([NH2:17])=[CH:13][CH:12]=1)([C:4]([CH3:7])([CH3:6])[CH3:5])([CH3:3])[CH3:2].N1C=CC=CC=1.[C:24](Cl)(=[O:32])[O:25][C:26]1[CH:31]=[CH:30][CH:29]=[CH:28][CH:27]=1. The catalyst is CC(C)=O. The product is [Si:1]([O:8][CH2:9][CH2:10][C:11]1[N:16]=[CH:15][C:14]([NH:17][C:24](=[O:32])[O:25][C:26]2[CH:31]=[CH:30][CH:29]=[CH:28][CH:27]=2)=[CH:13][CH:12]=1)([C:4]([CH3:6])([CH3:7])[CH3:5])([CH3:3])[CH3:2]. The yield is 0.940. (3) The reactants are C([O:7][CH2:8][C@H:9]([C:15]1[C:24]([CH3:25])=[CH:23][C:18]2[N:19]=[C:20]([NH2:22])[S:21][C:17]=2[C:16]=1[C:26]1[CH:31]=[CH:30][C:29]([Cl:32])=[CH:28][CH:27]=1)[O:10][C:11]([CH3:14])([CH3:13])[CH3:12])(=O)C(C)(C)C.CCO.C1COCC1. The catalyst is O. The product is [NH2:22][C:20]1[S:21][C:17]2[C:16]([C:26]3[CH:27]=[CH:28][C:29]([Cl:32])=[CH:30][CH:31]=3)=[C:15]([C@H:9]([O:10][C:11]([CH3:13])([CH3:12])[CH3:14])[CH2:8][OH:7])[C:24]([CH3:25])=[CH:23][C:18]=2[N:19]=1. The yield is 0.620. (4) The reactants are [CH3:1][Mg+].[Br-].[Cl:4][C:5]1[CH:6]=[C:7]([C:11]2[O:15][N:14]=[C:13]([CH:16]=[O:17])[CH:12]=2)[CH:8]=[CH:9][CH:10]=1. The catalyst is C1COCC1. The product is [Cl:4][C:5]1[CH:6]=[C:7]([C:11]2[O:15][N:14]=[C:13]([CH:16]([OH:17])[CH3:1])[CH:12]=2)[CH:8]=[CH:9][CH:10]=1. The yield is 0.370.